From a dataset of TCR-epitope binding with 47,182 pairs between 192 epitopes and 23,139 TCRs. Binary Classification. Given a T-cell receptor sequence (or CDR3 region) and an epitope sequence, predict whether binding occurs between them. (1) The epitope is LSDDAVVCFNSTY. The TCR CDR3 sequence is CSARVSATAQYF. Result: 0 (the TCR does not bind to the epitope). (2) The epitope is ELAGIGILTV. The TCR CDR3 sequence is CASSGGAGGYTF. Result: 1 (the TCR binds to the epitope). (3) Result: 1 (the TCR binds to the epitope). The TCR CDR3 sequence is CAWKNLFPRTDTQYF. The epitope is IVTDFSVIK. (4) The epitope is NLSALGIFST. The TCR CDR3 sequence is CASSLVAPSGGSGANVLTF. Result: 0 (the TCR does not bind to the epitope).